The task is: Predict which catalyst facilitates the given reaction.. This data is from Catalyst prediction with 721,799 reactions and 888 catalyst types from USPTO. (1) Product: [CH3:23][O:24][C:25](=[O:36])[C:26]1[CH:27]=[CH:28][C:29]([S:32]([N:15]2[C:16]3[C:21](=[CH:20][CH:19]=[CH:18][CH:17]=3)[C:13]([CH:10]3[CH2:11][CH2:12][C:8]([F:7])([F:22])[CH2:9]3)=[CH:14]2)(=[O:33])=[O:34])=[CH:30][CH:31]=1. Reactant: CC(C)([O-])C.[K+].[F:7][C:8]1([F:22])[CH2:12][CH2:11][CH:10]([C:13]2[C:21]3[C:16](=[CH:17][CH:18]=[CH:19][CH:20]=3)[NH:15][CH:14]=2)[CH2:9]1.[CH3:23][O:24][C:25](=[O:36])[C:26]1[CH:31]=[CH:30][C:29]([S:32](Cl)(=[O:34])=[O:33])=[CH:28][CH:27]=1. The catalyst class is: 12. (2) Reactant: Br[CH2:2][C:3]1[C:7]([C:8]#[N:9])=[C:6]([N:10]2[CH2:15][CH2:14][O:13][CH2:12][CH2:11]2)[S:5][C:4]=1[C:16]([O:18][CH3:19])=[O:17].[CH:20]1[C:29]2[C:24](=[CH:25][CH:26]=[C:27](B(O)O)[CH:28]=2)[CH:23]=[CH:22][N:21]=1.C(=O)([O-])[O-].[Cs+].[Cs+].O1CCOCC1.O. Product: [C:8]([C:7]1[C:3]([CH2:2][C:27]2[CH:28]=[C:29]3[C:24]([CH:23]=[CH:22][N:21]=[CH:20]3)=[CH:25][CH:26]=2)=[C:4]([C:16]([O:18][CH3:19])=[O:17])[S:5][C:6]=1[N:10]1[CH2:15][CH2:14][O:13][CH2:12][CH2:11]1)#[N:9]. The catalyst class is: 73.